From a dataset of Catalyst prediction with 721,799 reactions and 888 catalyst types from USPTO. Predict which catalyst facilitates the given reaction. (1) Reactant: C[O:2][C:3]([C@@H:5]1[C@@H:9]([C:10]2[CH:15]=[CH:14][C:13]([Cl:16])=[C:12]([Cl:17])[CH:11]=2)[CH2:8][N:7]([CH2:18][C:19]2[CH:24]=[CH:23][CH:22]=[CH:21][CH:20]=2)[CH2:6]1)=O.[H-].[H-].[H-].[H-].[Li+].[Al+3].O.[OH-].[Na+]. Product: [CH2:18]([N:7]1[CH2:8][C@H:9]([C:10]2[CH:15]=[CH:14][C:13]([Cl:16])=[C:12]([Cl:17])[CH:11]=2)[C@@H:5]([CH2:3][OH:2])[CH2:6]1)[C:19]1[CH:20]=[CH:21][CH:22]=[CH:23][CH:24]=1. The catalyst class is: 1. (2) Reactant: CC(C)=O.[Cl:5][C:6]1[CH:7]=[CH:8][C:9]2[N:15](CC3C=CC(OC)=CC=3OC)[C:14](=[O:27])[C@@H:13]([CH2:28][C:29]([O:31][CH2:32][CH3:33])=[O:30])[O:12][C@H:11]([C:34]3[CH:39]=[CH:38][CH:37]=[C:36]([O:40][C:41]([F:44])([F:43])[F:42])[C:35]=3[O:45][CH3:46])[C:10]=2[CH:47]=1.O. Product: [Cl:5][C:6]1[CH:7]=[CH:8][C:9]2[NH:15][C:14](=[O:27])[C@@H:13]([CH2:28][C:29]([O:31][CH2:32][CH3:33])=[O:30])[O:12][C@H:11]([C:34]3[CH:39]=[CH:38][CH:37]=[C:36]([O:40][C:41]([F:43])([F:44])[F:42])[C:35]=3[O:45][CH3:46])[C:10]=2[CH:47]=1. The catalyst class is: 170. (3) Reactant: FC(F)(F)S(O[CH2:7][C@H:8]([N:27]=[N+:28]=[N-:29])[CH2:9][O:10][CH2:11][CH2:12][CH2:13][CH2:14][CH2:15][CH2:16][CH2:17][CH2:18][CH2:19][CH2:20][CH2:21][CH2:22][CH2:23][CH2:24][CH2:25][CH3:26])(=O)=O.[CH:32]1[C:44]2[CH:43]([CH2:45][O:46][C:47]([NH:49][C@@H:50]([CH2:58][SH:59])[C:51]([O:53][C:54]([CH3:57])([CH3:56])[CH3:55])=[O:52])=[O:48])[C:42]3[C:37](=[CH:38][CH:39]=[CH:40][CH:41]=3)[C:36]=2[CH:35]=[CH:34][CH:33]=1.C([O-])([O-])=O.[K+].[K+]. Product: [N:27]([C@H:8]([CH2:9][O:10][CH2:11][CH2:12][CH2:13][CH2:14][CH2:15][CH2:16][CH2:17][CH2:18][CH2:19][CH2:20][CH2:21][CH2:22][CH2:23][CH2:24][CH2:25][CH3:26])[CH2:7][S:59][CH2:58][C@@H:50]([C:51]([O:53][C:54]([CH3:57])([CH3:56])[CH3:55])=[O:52])[NH:49][C:47](=[O:48])[O:46][CH2:45][CH:43]1[C:44]2[CH:32]=[CH:33][CH:34]=[CH:35][C:36]=2[C:37]2[C:42]1=[CH:41][CH:40]=[CH:39][CH:38]=2)=[N+:28]=[N-:29]. The catalyst class is: 14. (4) Reactant: [CH:1]([N:4]([CH:7]([CH3:9])[CH3:8])[CH2:5][CH3:6])([CH3:3])[CH3:2].[C:10]([OH:13])(=[O:12])[CH3:11]. Product: [C:10]([O-:13])(=[O:12])[CH3:11].[CH:1]([NH+:4]([CH2:5][CH3:6])[CH:7]([CH3:9])[CH3:8])([CH3:3])[CH3:2]. The catalyst class is: 6. (5) Reactant: [Cl:1][C:2]1[CH:3]=[C:4]([N:9]2[C:13]3=[CH:14][CH2:15][CH2:16][CH2:17][C:12]3([CH2:18][C:19]3[CH:26]=[CH:25][C:22]([C:23]#[N:24])=[CH:21][CH:20]=3)[NH:11][C:10]2=[O:27])[CH:5]=[C:6]([Cl:8])[CH:7]=1.[H-].[Na+].Br[CH2:31][C:32]([O:34][CH2:35][CH3:36])=[O:33]. Product: [CH2:35]([O:34][C:32](=[O:33])[CH2:31][C:13]12[CH2:14][CH2:15][CH2:16][CH2:17][C:12]1([CH2:18][C:19]1[CH:20]=[CH:21][C:22]([C:23]#[N:24])=[CH:25][CH:26]=1)[NH:11][C:10](=[O:27])[N:9]2[C:4]1[CH:5]=[C:6]([Cl:8])[CH:7]=[C:2]([Cl:1])[CH:3]=1)[CH3:36]. The catalyst class is: 3. (6) Reactant: CS(C)=O.C(Cl)(=O)C(Cl)=O.[CH2:11]([O:19][CH2:20][C:21]([CH2:26][O:27][CH2:28][CH2:29][CH2:30][CH2:31][CH2:32][CH2:33][CH2:34][CH3:35])([CH2:24][OH:25])[CH2:22][OH:23])[CH2:12][CH2:13][CH2:14][CH2:15][CH2:16][CH2:17][CH3:18].CCN(CC)CC. Product: [CH2:28]([O:27][CH2:26][C:21]([CH2:20][O:19][CH2:11][CH2:12][CH2:13][CH2:14][CH2:15][CH2:16][CH2:17][CH3:18])([CH:22]=[O:23])[CH:24]=[O:25])[CH2:29][CH2:30][CH2:31][CH2:32][CH2:33][CH2:34][CH3:35]. The catalyst class is: 4.